From a dataset of NCI-60 drug combinations with 297,098 pairs across 59 cell lines. Regression. Given two drug SMILES strings and cell line genomic features, predict the synergy score measuring deviation from expected non-interaction effect. (1) Synergy scores: CSS=5.24, Synergy_ZIP=-6.87, Synergy_Bliss=-3.85, Synergy_Loewe=-9.74, Synergy_HSA=-9.40. Drug 2: CN(CCCl)CCCl.Cl. Drug 1: C1=NC(=NC(=O)N1C2C(C(C(O2)CO)O)O)N. Cell line: UO-31. (2) Drug 1: C1=CN(C=N1)CC(O)(P(=O)(O)O)P(=O)(O)O. Cell line: MDA-MB-435. Drug 2: COCCOC1=C(C=C2C(=C1)C(=NC=N2)NC3=CC=CC(=C3)C#C)OCCOC.Cl. Synergy scores: CSS=-2.76, Synergy_ZIP=1.87, Synergy_Bliss=2.23, Synergy_Loewe=-1.19, Synergy_HSA=-0.954. (3) Drug 1: C1=NC2=C(N=C(N=C2N1C3C(C(C(O3)CO)O)O)F)N. Drug 2: CC1CCC2CC(C(=CC=CC=CC(CC(C(=O)C(C(C(=CC(C(=O)CC(OC(=O)C3CCCCN3C(=O)C(=O)C1(O2)O)C(C)CC4CCC(C(C4)OC)O)C)C)O)OC)C)C)C)OC. Cell line: OVCAR-5. Synergy scores: CSS=19.7, Synergy_ZIP=-5.40, Synergy_Bliss=0.851, Synergy_Loewe=-9.65, Synergy_HSA=-0.0357. (4) Drug 1: C1CCC(C1)C(CC#N)N2C=C(C=N2)C3=C4C=CNC4=NC=N3. Drug 2: CN(C(=O)NC(C=O)C(C(C(CO)O)O)O)N=O. Cell line: NCIH23. Synergy scores: CSS=7.99, Synergy_ZIP=-3.59, Synergy_Bliss=-5.12, Synergy_Loewe=-9.84, Synergy_HSA=-4.35.